From a dataset of Catalyst prediction with 721,799 reactions and 888 catalyst types from USPTO. Predict which catalyst facilitates the given reaction. (1) Reactant: [CH2:1]([O:8][CH:9]1[CH:14]([O:15][CH2:16][C:17]2[CH:22]=[CH:21][CH:20]=[CH:19][CH:18]=2)[CH:13]([O:23][CH2:24][C:25]2[CH:30]=[CH:29][CH:28]=[CH:27][CH:26]=2)[CH:12]([O:31][CH2:32][C:33]2[CH:38]=[CH:37][CH:36]=[CH:35][CH:34]=2)[CH:11]([OH:39])[C:10]1([OH:43])[CH2:40][CH2:41][CH3:42])[C:2]1[CH:7]=[CH:6][CH:5]=[CH:4][CH:3]=1.CO[C:46](OC)([CH3:48])[CH3:47].C1(C)C=CC(S(O)(=O)=O)=CC=1.C(N(CC)CC)C. Product: [CH2:1]([O:8][CH:9]1[C:10]2([CH2:40][CH2:41][CH3:42])[CH:11]([O:39][C:46]([CH3:48])([CH3:47])[O:43]2)[CH:12]([O:31][CH2:32][C:33]2[CH:38]=[CH:37][CH:36]=[CH:35][CH:34]=2)[CH:13]([O:23][CH2:24][C:25]2[CH:26]=[CH:27][CH:28]=[CH:29][CH:30]=2)[CH:14]1[O:15][CH2:16][C:17]1[CH:22]=[CH:21][CH:20]=[CH:19][CH:18]=1)[C:2]1[CH:7]=[CH:6][CH:5]=[CH:4][CH:3]=1. The catalyst class is: 21. (2) Reactant: C([O:4][C@@H:5]1[C@@H:13]([CH2:14][O:15]C(=O)C)[O:12][C@H:11]2[C@H:7]([N:8]=[C:9]([NH:19][CH2:20][CH2:21][CH3:22])[S:10]2)[C@H:6]1[O:23]C(=O)C)(=O)C.C(=O)([O-])[O-].[K+].[K+]. Product: [OH:15][CH2:14][C@H:13]1[O:12][C@H:11]2[C@H:7]([N:8]=[C:9]([NH:19][CH2:20][CH2:21][CH3:22])[S:10]2)[C@@H:6]([OH:23])[C@@H:5]1[OH:4]. The catalyst class is: 5. (3) Reactant: [Cl:1][C:2]1[CH:3]=[C:4]([CH:9]2[CH2:13][N:12]([C:14]([CH:16]3[CH2:21][CH2:20][NH:19][CH2:18][CH2:17]3)=[O:15])[CH2:11][CH:10]2[N:22]([CH3:37])[C:23](=[O:36])[C:24]2[CH:29]=[CH:28][C:27]([O:30][CH3:31])=[C:26]([C:32]([F:35])([F:34])[F:33])[CH:25]=2)[CH:5]=[CH:6][C:7]=1[Cl:8].Cl[CH2:39][C:40]([F:42])=[CH2:41]. Product: [Cl:1][C:2]1[CH:3]=[C:4]([CH:9]2[CH2:13][N:12]([C:14]([CH:16]3[CH2:21][CH2:20][N:19]([CH2:41][C:40]([F:42])=[CH2:39])[CH2:18][CH2:17]3)=[O:15])[CH2:11][CH:10]2[N:22]([CH3:37])[C:23](=[O:36])[C:24]2[CH:29]=[CH:28][C:27]([O:30][CH3:31])=[C:26]([C:32]([F:33])([F:34])[F:35])[CH:25]=2)[CH:5]=[CH:6][C:7]=1[Cl:8]. The catalyst class is: 56.